This data is from Full USPTO retrosynthesis dataset with 1.9M reactions from patents (1976-2016). The task is: Predict the reactants needed to synthesize the given product. (1) Given the product [C:14]1([C@H:24]([NH:26][CH:9]2[CH2:10][CH2:11][CH2:12][CH:7]([C:2]3[CH:3]=[CH:4][CH:5]=[CH:6][N:1]=3)[CH2:8]2)[CH3:25])[C:23]2[C:18](=[CH:19][CH:20]=[CH:21][CH:22]=2)[CH:17]=[CH:16][CH:15]=1, predict the reactants needed to synthesize it. The reactants are: [N:1]1[CH:6]=[CH:5][CH:4]=[CH:3][C:2]=1[CH:7]1[CH2:12][CH2:11][CH2:10][C:9](=O)[CH2:8]1.[C:14]1([C@H:24]([NH2:26])[CH3:25])[C:23]2[C:18](=[CH:19][CH:20]=[CH:21][CH:22]=2)[CH:17]=[CH:16][CH:15]=1. (2) Given the product [CH2:25]([N:32]([CH2:11][CH2:10][C:7]1[CH:6]=[CH:5][C:4]([N+:1]([O-:3])=[O:2])=[CH:9][CH:8]=1)[CH2:33][C@@H:34]([C:43]1[CH:52]=[CH:51][C:50]([O:53][CH2:54][C:55]2[CH:56]=[CH:57][CH:58]=[CH:59][CH:60]=2)=[C:49]2[C:44]=1[CH:45]=[CH:46][C:47](=[O:61])[NH:48]2)[O:35][Si:36]([C:39]([CH3:42])([CH3:41])[CH3:40])([CH3:38])[CH3:37])[C:26]1[CH:31]=[CH:30][CH:29]=[CH:28][CH:27]=1, predict the reactants needed to synthesize it. The reactants are: [N+:1]([C:4]1[CH:9]=[CH:8][C:7]([CH2:10][CH2:11]OS(C2C=CC([N+]([O-])=O)=CC=2)(=O)=O)=[CH:6][CH:5]=1)([O-:3])=[O:2].[CH2:25]([NH:32][CH2:33][C@@H:34]([C:43]1[CH:52]=[CH:51][C:50]([O:53][CH2:54][C:55]2[CH:60]=[CH:59][CH:58]=[CH:57][CH:56]=2)=[C:49]2[C:44]=1[CH:45]=[CH:46][C:47](=[O:61])[NH:48]2)[O:35][Si:36]([C:39]([CH3:42])([CH3:41])[CH3:40])([CH3:38])[CH3:37])[C:26]1[CH:31]=[CH:30][CH:29]=[CH:28][CH:27]=1.C(N(CC)C(C)C)(C)C.CCOC(C)=O. (3) Given the product [F:28][C:26]1[CH:25]=[CH:24][C:23]([S:29]([CH3:32])(=[O:30])=[O:31])=[C:22]([C:20]2[N:19]=[C:18]([N:33]3[CH2:38][CH2:37][O:36][CH2:35][C@@H:34]3[CH3:39])[N:17]=[C:16]([C:13]3[CH:14]=[CH:15][C:10]([NH:9][C:8]([NH:41][CH2:42][CH2:43][CH2:44][OH:45])=[O:40])=[CH:11][CH:12]=3)[CH:21]=2)[CH:27]=1, predict the reactants needed to synthesize it. The reactants are: C1(O[C:8](=[O:40])[NH:9][C:10]2[CH:15]=[CH:14][C:13]([C:16]3[CH:21]=[C:20]([C:22]4[CH:27]=[C:26]([F:28])[CH:25]=[CH:24][C:23]=4[S:29]([CH3:32])(=[O:31])=[O:30])[N:19]=[C:18]([N:33]4[CH2:38][CH2:37][O:36][CH2:35][C@@H:34]4[CH3:39])[N:17]=3)=[CH:12][CH:11]=2)C=CC=CC=1.[NH2:41][CH2:42][CH2:43][CH2:44][OH:45].